Dataset: Reaction yield outcomes from USPTO patents with 853,638 reactions. Task: Predict the reaction yield, written as a fraction of the theoretical maximum amount of product (1.0 means a 100% yield; for example, 0.34 means a 34% yield). (1) The reactants are [NH2:1][CH:2]1[CH:7]([O:8]CC2C=CC=CC=2)[CH:6]([O:16]CC2C=CC=CC=2)[CH:5]([CH2:24][O:25]CC2C=CC=CC=2)[CH2:4][CH:3]1[OH:33].[CH2:34]([N:36]=[C:37]=S)[CH3:35].CI.C([O-])(O)=O.[Na+]. The product is [CH2:34]([NH:36][C:37]1[O:33][CH:3]2[CH2:4][CH:5]([CH2:24][OH:25])[CH:6]([OH:16])[CH:7]([OH:8])[CH:2]2[N:1]=1)[CH3:35]. The yield is 0.940. The catalyst is C1COCC1. (2) The reactants are [O:1]1[CH:5]=[CH:4][CH:3]=[C:2]1[CH:6]([NH:8][C:9](=[O:22])[C:10]1[CH:15]=[C:14]([N:16]2[CH:20]=[N:19][N:18]=[N:17]2)[CH:13]=[C:12](I)[CH:11]=1)[CH3:7].[F:23][C:24]1[CH:29]=[C:28]([CH3:30])[CH:27]=[CH:26][C:25]=1B(O)O.C([O-])([O-])=O.[Cs+].[Cs+]. The catalyst is C1(C)C=CC=CC=1.C1COCC1.C1C=CC([P]([Pd]([P](C2C=CC=CC=2)(C2C=CC=CC=2)C2C=CC=CC=2)([P](C2C=CC=CC=2)(C2C=CC=CC=2)C2C=CC=CC=2)[P](C2C=CC=CC=2)(C2C=CC=CC=2)C2C=CC=CC=2)(C2C=CC=CC=2)C2C=CC=CC=2)=CC=1. The product is [O:1]1[CH:5]=[CH:4][CH:3]=[C:2]1[CH:6]([NH:8][C:9]([C:10]1[CH:11]=[C:12]([C:25]2[CH:26]=[CH:27][C:28]([CH3:30])=[CH:29][C:24]=2[F:23])[CH:13]=[C:14]([N:16]2[CH:20]=[N:19][N:18]=[N:17]2)[CH:15]=1)=[O:22])[CH3:7]. The yield is 0.980.